Dataset: Forward reaction prediction with 1.9M reactions from USPTO patents (1976-2016). Task: Predict the product of the given reaction. (1) Given the reactants CN(C=O)C.[CH3:6][O:7][C:8](=[O:24])[CH2:9][CH2:10][C:11](=[O:23])[N:12]1[C:17]2[CH:18]=[CH:19][C:20]([OH:22])=[CH:21][C:16]=2[O:15][CH2:14][CH2:13]1.[H-].[Na+].Cl[CH2:28][C:29]1[S:33][C:32]([C:34]([F:37])([F:36])[F:35])=[C:31]([C:38]2[CH:43]=[CH:42][CH:41]=[CH:40][CH:39]=2)[CH:30]=1, predict the reaction product. The product is: [CH3:6][O:7][C:8](=[O:24])[CH2:9][CH2:10][C:11](=[O:23])[N:12]1[C:17]2[CH:18]=[CH:19][C:20]([O:22][CH2:28][C:29]3[S:33][C:32]([C:34]([F:36])([F:35])[F:37])=[C:31]([C:38]4[CH:43]=[CH:42][CH:41]=[CH:40][CH:39]=4)[CH:30]=3)=[CH:21][C:16]=2[O:15][CH2:14][CH2:13]1. (2) The product is: [O:23]=[C:21]1[C:20]2[C:19](=[CH:27][CH:26]=[CH:25][CH:24]=2)[C:18](=[O:28])[N:22]1[CH2:2][C:3]1[CH:17]=[CH:16][CH:15]=[CH:14][C:4]=1[CH2:5][P:6](=[O:13])([O:10][CH2:11][CH3:12])[O:7][CH2:8][CH3:9]. Given the reactants Br[CH2:2][C:3]1[CH:17]=[CH:16][CH:15]=[CH:14][C:4]=1[CH2:5][P:6](=[O:13])([O:10][CH2:11][CH3:12])[O:7][CH2:8][CH3:9].[C:18]1(=[O:28])[NH:22][C:21](=[O:23])[C:20]2=[CH:24][CH:25]=[CH:26][CH:27]=[C:19]12.[K].CN(C)C=O, predict the reaction product. (3) Given the reactants [N+:1]([C:4]1[CH:5]=[C:6]([OH:10])[CH:7]=[CH:8][CH:9]=1)([O-:3])=[O:2].Cl[CH2:12][C:13]([NH:15][CH:16]1[CH2:18][CH2:17]1)=[O:14].C([O-])([O-])=O.[K+].[K+], predict the reaction product. The product is: [CH:16]1([NH:15][C:13](=[O:14])[CH2:12][O:10][C:6]2[CH:7]=[CH:8][CH:9]=[C:4]([N+:1]([O-:3])=[O:2])[CH:5]=2)[CH2:18][CH2:17]1. (4) Given the reactants [CH2:1]1CCC(N=C=NC2CCCCC2)CC1.[OH:16][C:17]1[CH:25]=[CH:24][CH:23]=[C:22]([OH:26])[C:18]=1[C:19]([OH:21])=[O:20].CO, predict the reaction product. The product is: [OH:16][C:17]1[CH:25]=[CH:24][CH:23]=[C:22]([OH:26])[C:18]=1[C:19]([O:21][CH3:1])=[O:20]. (5) Given the reactants FC(F)(F)S(O[C:7]1[CH:16]=[C:15]2[C:10]([C:11]([NH:19][C:20]3[CH:25]=[C:24]([O:26][CH3:27])[C:23]([Cl:28])=[CH:22][C:21]=3[Cl:29])=[C:12]([C:17]#[N:18])[CH:13]=[N:14]2)=[CH:9][C:8]=1[O:30][CH3:31])(=O)=O.C([Si]([O:41][CH2:42][CH2:43][C:44]#[CH:45])(C)C)(C)(C)C.CC1(C)C(C)(C)OBO1, predict the reaction product. The product is: [Cl:29][C:21]1[CH:22]=[C:23]([Cl:28])[C:24]([O:26][CH3:27])=[CH:25][C:20]=1[NH:19][C:11]1[C:10]2[C:15](=[CH:16][C:7](/[CH:45]=[CH:44]/[CH2:43][CH2:42][OH:41])=[C:8]([O:30][CH3:31])[CH:9]=2)[N:14]=[CH:13][C:12]=1[C:17]#[N:18]. (6) Given the reactants [Br:1][C:2]1[C:3]([S:11][CH2:12][CH2:13][C:14]([O:16][CH2:17][CH:18]([CH2:23][CH3:24])[CH2:19][CH2:20][CH2:21][CH3:22])=[O:15])=[CH:4][C:5]2[O:9][CH2:8][CH2:7][C:6]=2[CH:10]=1.C(C1C(=O)C(Cl)=C(Cl)C(=O)C=1C#N)#N, predict the reaction product. The product is: [Br:1][C:2]1[C:3]([S:11][CH2:12][CH2:13][C:14]([O:16][CH2:17][CH:18]([CH2:23][CH3:24])[CH2:19][CH2:20][CH2:21][CH3:22])=[O:15])=[CH:4][C:5]2[O:9][CH:8]=[CH:7][C:6]=2[CH:10]=1. (7) Given the reactants Cl[C:2]1[C:11]2[C:6](=[C:7]([N+:13]([O-:15])=[O:14])[C:8]([CH3:12])=[CH:9][CH:10]=2)[CH:5]=[CH:4][N:3]=1.[F:16][C:17]([F:26])([F:25])[C:18]1[CH:19]=[C:20]([NH2:24])[CH:21]=[CH:22][CH:23]=1, predict the reaction product. The product is: [CH3:12][C:8]1[C:7]([N+:13]([O-:15])=[O:14])=[C:6]2[C:11](=[CH:10][CH:9]=1)[C:2]([NH:24][C:20]1[CH:21]=[CH:22][CH:23]=[C:18]([C:17]([F:16])([F:25])[F:26])[CH:19]=1)=[N:3][CH:4]=[CH:5]2.